Dataset: Forward reaction prediction with 1.9M reactions from USPTO patents (1976-2016). Task: Predict the product of the given reaction. (1) Given the reactants [C:1]([O:5][C:6]([NH:8][CH2:9][C:10]([OH:12])=O)=[O:7])([CH3:4])([CH3:3])[CH3:2].O[N:14]1C2C=CC=CC=2N=N1.CCN=C=NCCCN(C)C.N, predict the reaction product. The product is: [C:1]([O:5][C:6](=[O:7])[NH:8][CH2:9][C:10](=[O:12])[NH2:14])([CH3:4])([CH3:3])[CH3:2]. (2) Given the reactants [Br:1][C:2]1[CH:7]=[CH:6][C:5]([OH:8])=[CH:4][CH:3]=1.Br[CH2:10][C:11]([CH3:15])([CH3:14])[CH2:12][OH:13].C(=O)([O-])[O-].[K+].[K+], predict the reaction product. The product is: [Br:1][C:2]1[CH:7]=[CH:6][C:5]([O:8][CH2:10][C:11]([CH3:15])([CH3:14])[CH2:12][OH:13])=[CH:4][CH:3]=1. (3) Given the reactants [Br:1][C:2]1[CH:3]=[N:4][NH:5][CH:6]=1.C([O-])([O-])=O.[K+].[K+].Br[CH2:14][CH2:15][C:16]([CH3:19])([OH:18])[CH3:17], predict the reaction product. The product is: [Br:1][C:2]1[CH:3]=[N:4][N:5]([CH2:14][CH2:15][C:16]([CH3:19])([OH:18])[CH3:17])[CH:6]=1.